The task is: Regression. Given a peptide amino acid sequence and an MHC pseudo amino acid sequence, predict their binding affinity value. This is MHC class II binding data.. This data is from Peptide-MHC class II binding affinity with 134,281 pairs from IEDB. (1) The peptide sequence is CLEPIEGKVVQYENL. The MHC is DRB1_1501 with pseudo-sequence DRB1_1501. The binding affinity (normalized) is 0.445. (2) The peptide sequence is GELQIGDKIDAAFKI. The MHC is DRB3_0101 with pseudo-sequence DRB3_0101. The binding affinity (normalized) is 0.651. (3) The peptide sequence is VKKYFAATQFEPLAA. The MHC is HLA-DPA10103-DPB10401 with pseudo-sequence HLA-DPA10103-DPB10401. The binding affinity (normalized) is 0.965.